Dataset: Full USPTO retrosynthesis dataset with 1.9M reactions from patents (1976-2016). Task: Predict the reactants needed to synthesize the given product. (1) Given the product [Cl:1][C:2]1[C:7]([I:8])=[CH:6][C:5]([NH:9][CH:10]([CH3:15])[C:11]([OH:13])=[O:12])=[C:4]([O:16][CH3:17])[CH:3]=1, predict the reactants needed to synthesize it. The reactants are: [Cl:1][C:2]1[C:7]([I:8])=[CH:6][C:5]([NH:9][CH:10]([CH3:15])[C:11]([O:13]C)=[O:12])=[C:4]([O:16][CH3:17])[CH:3]=1.O1CCCC1.O[Li].O. (2) Given the product [ClH:51].[ClH:51].[NH2:33][C:34]([CH3:39])([CH3:38])[C:35]([N:21]1[CH2:22][CH2:23][N:18]([C:16](=[O:17])[C:15]2[CH:14]=[CH:13][C:12](/[CH:11]=[CH:10]/[C:3]3[C:4]4[C:9](=[CH:8][CH:7]=[CH:6][CH:5]=4)[NH:1][N:2]=3)=[CH:25][CH:24]=2)[CH2:19][CH2:20]1)=[O:36], predict the reactants needed to synthesize it. The reactants are: [NH:1]1[C:9]2[C:4](=[CH:5][CH:6]=[CH:7][CH:8]=2)[C:3](/[CH:10]=[CH:11]/[C:12]2[CH:25]=[CH:24][C:15]([C:16]([N:18]3[CH2:23][CH2:22][NH:21][CH2:20][CH2:19]3)=[O:17])=[CH:14][CH:13]=2)=[N:2]1.C(OC([NH:33][C:34]([CH3:39])([CH3:38])[C:35](O)=[O:36])=O)(C)(C)C.O.ON1C2C=CC=CC=2N=N1.[ClH:51].C(N=C=NCCCN(C)C)C.CN1CCOCC1.Cl.CO. (3) Given the product [CH2:2]([O:4][C:5](=[O:9])[CH2:6][CH2:7][NH:8][CH:12]1[CH2:13][CH2:14][CH2:15][CH:11]1[CH3:10])[CH3:3], predict the reactants needed to synthesize it. The reactants are: Cl.[CH2:2]([O:4][C:5](=[O:9])[CH2:6][CH2:7][NH2:8])[CH3:3].[CH3:10][CH:11]1[CH2:15][CH2:14][CH2:13][C:12]1=O.C([O-])(=O)C.[Na+].C(O[BH-](OC(=O)C)OC(=O)C)(=O)C.[Na+]. (4) Given the product [OH:54][CH2:53][CH2:52][CH2:51][CH2:50][C:47]1[CH:48]=[CH:49][C:44]([C:41]2[CH:42]=[CH:43][C:38]([NH:37][C:35]([C:34]3[CH:33]=[C:32]([S:29]([C:16]4[CH:17]=[C:18]5[C:13](=[C:14]([CH3:60])[CH:15]=4)[N:12]=[CH:11][C:10]([C:7]([NH2:8])=[O:9])=[C:19]5[NH:20][C:21]4[CH:26]=[CH:25][CH:24]=[C:23]([O:27][CH3:28])[CH:22]=4)(=[O:30])=[O:31])[CH:59]=[CH:58][CH:57]=3)=[O:36])=[CH:39][CH:40]=2)=[CH:45][CH:46]=1, predict the reactants needed to synthesize it. The reactants are: [H-].[H-].[H-].[H-].[Li+].[Al+3].[C:7]([C:10]1[CH:11]=[N:12][C:13]2[C:18]([C:19]=1[NH:20][C:21]1[CH:26]=[CH:25][CH:24]=[C:23]([O:27][CH3:28])[CH:22]=1)=[CH:17][C:16]([S:29]([C:32]1[CH:33]=[C:34]([CH:57]=[CH:58][CH:59]=1)[C:35]([NH:37][C:38]1[CH:43]=[CH:42][C:41]([C:44]3[CH:49]=[CH:48][C:47]([CH2:50][CH2:51][CH2:52][C:53](OC)=[O:54])=[CH:46][CH:45]=3)=[CH:40][CH:39]=1)=[O:36])(=[O:31])=[O:30])=[CH:15][C:14]=2[CH3:60])(=[O:9])[NH2:8].O.[OH-].[Na+]. (5) Given the product [Cl:41][C:26]1[CH:27]=[C:28]([C:31]2[CH:36]=[CH:35][C:34]([C:37]([O-:39])=[O:38])=[CH:33][CH:32]=2)[CH:29]=[CH:30][C:25]=1[O:24][C@H:6]1[O:7][C@H:8]([CH2:19][OH:20])[C@@H:9]([OH:15])[C@H:10]([OH:11])[C@@H:5]1[OH:4].[Na+:43], predict the reactants needed to synthesize it. The reactants are: C([O:4][C@H:5]1[C@@H:10]([O:11]C(=O)C)[C@H:9]([O:15]C(=O)C)[C@@H:8]([CH2:19][O:20]C(=O)C)[O:7][C@@H:6]1[O:24][C:25]1[CH:30]=[CH:29][C:28]([C:31]2[CH:36]=[CH:35][C:34]([C:37]([O:39]C)=[O:38])=[CH:33][CH:32]=2)=[CH:27][C:26]=1[Cl:41])(=O)C.[OH-].[Na+:43]. (6) Given the product [OH:8][C:9]1[CH:10]=[CH:11][C:12]([N:15]2[C:48](=[O:49])[C:47]([CH2:46][C:43]3[CH:44]=[CH:45][C:40]([C:35]4[C:34]([C:32]#[N:33])=[CH:39][CH:38]=[CH:37][CH:36]=4)=[CH:41][CH:42]=3)=[C:53]([CH2:54][CH2:55][CH3:56])[N:20]3[N:19]=[CH:18][CH:17]=[C:16]23)=[CH:13][CH:14]=1, predict the reactants needed to synthesize it. The reactants are: [Si]([O:8][C:9]1[CH:14]=[CH:13][C:12]([NH:15][C:16]2[NH:20][N:19]=[CH:18][CH:17]=2)=[CH:11][CH:10]=1)(C(C)(C)C)(C)C.N12CCCN=C1CCCCC2.[C:32]([C:34]1[CH:39]=[CH:38][CH:37]=[CH:36][C:35]=1[C:40]1[CH:45]=[CH:44][C:43]([CH2:46][CH:47]([C:53](=O)[CH2:54][CH2:55][CH3:56])[C:48](OCC)=[O:49])=[CH:42][CH:41]=1)#[N:33].[F-].C([N+](CCCC)(CCCC)CCCC)CCC.[Cl-].[NH4+]. (7) Given the product [NH2:20][C:17]([C:14]1[CH:13]=[CH:12][C:11]([NH:10][C:4]2[C:5](=[O:9])[N:6]([CH3:8])[CH:7]=[C:2]([Br:1])[CH:3]=2)=[N:16][CH:15]=1)([CH3:18])[CH3:19], predict the reactants needed to synthesize it. The reactants are: [Br:1][C:2]1[CH:3]=[C:4]([NH:10][C:11]2[N:16]=[CH:15][C:14]([C:17]([NH:20]C(=O)CCl)([CH3:19])[CH3:18])=[CH:13][CH:12]=2)[C:5](=[O:9])[N:6]([CH3:8])[CH:7]=1.NC(N)=S.C(O)C.C(=O)(O)[O-].[Na+]. (8) Given the product [F:1][C:2]([F:16])([C:12]([F:15])([F:14])[F:13])[CH2:3][CH2:4][CH2:5][S:6]([CH2:8][CH2:9][CH2:10][NH:17][CH2:18][CH2:19][CH2:20][OH:21])=[O:7], predict the reactants needed to synthesize it. The reactants are: [F:1][C:2]([F:16])([C:12]([F:15])([F:14])[F:13])[CH2:3][CH2:4][CH2:5][S:6]([CH2:8][CH2:9][CH2:10]Cl)=[O:7].[NH2:17][CH2:18][CH2:19][CH2:20][OH:21].